This data is from Reaction yield outcomes from USPTO patents with 853,638 reactions. The task is: Predict the reaction yield, written as a fraction of the theoretical maximum amount of product (1.0 means a 100% yield; for example, 0.34 means a 34% yield). (1) The reactants are [C:1]1([CH3:10])[CH:6]=[CH:5][C:4]([C:7](Cl)=[O:8])=[CH:3][CH:2]=1.[C:11]([OH:15])([CH3:14])([CH3:13])[CH3:12].N1C=CC=CC=1. The catalyst is O. The product is [CH3:10][C:1]1[CH:6]=[CH:5][C:4]([C:7]([O:15][C:11]([CH3:14])([CH3:13])[CH3:12])=[O:8])=[CH:3][CH:2]=1. The yield is 0.620. (2) The product is [CH3:8][C:3]1[CH:4]=[C:5]([CH3:7])[CH:6]=[C:1]([CH3:14])[C:2]=1[S:9]([O-:12])(=[O:11])=[O:10].[NH2:13][N+:19]1[CH:20]=[CH:21][C:16]([C:15]#[N:22])=[CH:17][CH:18]=1. The yield is 0.940. The catalyst is ClCCl. The reactants are [C:1]1([CH3:14])[CH:6]=[C:5]([CH3:7])[CH:4]=[C:3]([CH3:8])[C:2]=1[S:9]([O:12][NH2:13])(=[O:11])=[O:10].[C:15](#[N:22])[C:16]1[CH:21]=[CH:20][N:19]=[CH:18][CH:17]=1.C(OCC)C. (3) The reactants are [O:1]1[CH:5]=[CH:4][CH:3]=[C:2]1[CH:6]=O.C([O-])(=O)C.[NH4+].[N+:13]([CH3:16])([O-:15])=[O:14]. No catalyst specified. The product is [N+:13]([CH:16]=[CH:6][C:2]1[O:1][CH:5]=[CH:4][CH:3]=1)([O-:15])=[O:14]. The yield is 0.530. (4) The reactants are O.[NH2:2][NH2:3].CO[C:6]([C:8]([NH:10][C:11]1[CH:16]=[CH:15][C:14]([C@H:17]2[CH2:22][CH2:21][C@H:20]([O:23][CH2:24][CH2:25][C:26]([O:28][CH3:29])=[O:27])[CH2:19][CH2:18]2)=[CH:13][C:12]=1[N+:30]([O-:32])=[O:31])=[O:9])=[O:7]. The catalyst is CCO. The product is [NH:2]([C:6]([C:8]([NH:10][C:11]1[CH:16]=[CH:15][C:14]([C@H:17]2[CH2:22][CH2:21][C@H:20]([O:23][CH2:24][CH2:25][C:26]([O:28][CH3:29])=[O:27])[CH2:19][CH2:18]2)=[CH:13][C:12]=1[N+:30]([O-:32])=[O:31])=[O:9])=[O:7])[NH2:3]. The yield is 0.800. (5) The reactants are [O:1]1[C:5]2[CH:6]=[CH:7][CH:8]=[CH:9][C:4]=2[C:3]([CH2:10][CH2:11][C:12](O)=O)=[CH:2]1.[O:15]1[C:19]2C=CC=CC=2C(CCCC#N)=C1.[OH-:29].[K+].O. The catalyst is C(O)C. The product is [O:1]1[C:5]2[CH:6]=[CH:7][CH:8]=[CH:9][C:4]=2[C:3]([CH2:10][CH2:11][CH2:12][C:19]([OH:15])=[O:29])=[CH:2]1. The yield is 0.960.